From a dataset of Catalyst prediction with 721,799 reactions and 888 catalyst types from USPTO. Predict which catalyst facilitates the given reaction. Reactant: [NH2:1][C:2]1[CH:7]=[C:6]([C:8]2[S:9][C:10]([C:23]3[NH:27][CH:26]=[N:25][N:24]=3)=[C:11]([C:15]3[CH:20]=[CH:19][C:18]([Cl:21])=[CH:17][C:16]=3[Cl:22])[C:12]=2[C:13]#[N:14])[CH:5]=[CH:4][N:3]=1.N1C=CC=CC=1.[CH:34]1([C:37](Cl)=[O:38])[CH2:36][CH2:35]1.C(=O)(O)[O-].[Na+]. Product: [C:13]([C:12]1[C:11]([C:15]2[CH:20]=[CH:19][C:18]([Cl:21])=[CH:17][C:16]=2[Cl:22])=[C:10]([C:23]2[NH:27][CH:26]=[N:25][N:24]=2)[S:9][C:8]=1[C:6]1[CH:5]=[CH:4][N:3]=[C:2]([NH:1][C:37]([CH:34]2[CH2:36][CH2:35]2)=[O:38])[CH:7]=1)#[N:14]. The catalyst class is: 2.